This data is from Forward reaction prediction with 1.9M reactions from USPTO patents (1976-2016). The task is: Predict the product of the given reaction. (1) Given the reactants [Cl:1][C:2]1[CH:7]=[CH:6][C:5]([C:8]2([C:12]3[C:21]4[C:16](=[CH:17][CH:18]=[C:19]([O:22]C)[CH:20]=4)[CH2:15][CH2:14][N:13]=3)[CH2:11][CH2:10][CH2:9]2)=[CH:4][CH:3]=1, predict the reaction product. The product is: [Cl:1][C:2]1[CH:3]=[CH:4][C:5]([C:8]2([C:12]3[C:21]4[C:16](=[CH:17][CH:18]=[C:19]([OH:22])[CH:20]=4)[CH2:15][CH2:14][N:13]=3)[CH2:11][CH2:10][CH2:9]2)=[CH:6][CH:7]=1. (2) The product is: [F:1][C:2]1[CH:10]=[CH:9][C:8]([CH2:11][C:12]2[NH:13][C:14]([C:27]3[CH:32]=[CH:31][CH:30]=[C:29]([CH3:33])[N:28]=3)=[C:15]([C:17]3[CH:18]=[C:19]4[C:24](=[CH:25][CH:26]=3)[N:23]=[CH:22][CH:21]=[CH:20]4)[N:16]=2)=[CH:7][C:3]=1[C:4]([NH:44][CH2:45][CH2:46][OH:47])=[O:6]. Given the reactants [F:1][C:2]1[CH:10]=[CH:9][C:8]([CH2:11][C:12]2[NH:13][C:14]([C:27]3[CH:32]=[CH:31][CH:30]=[C:29]([CH3:33])[N:28]=3)=[C:15]([C:17]3[CH:18]=[C:19]4[C:24](=[CH:25][CH:26]=3)[N:23]=[CH:22][CH:21]=[CH:20]4)[N:16]=2)=[CH:7][C:3]=1[C:4]([OH:6])=O.C1C=CC2N(O)N=NC=2C=1.[NH2:44][CH2:45][CH2:46][OH:47].C(Cl)CCl, predict the reaction product. (3) Given the reactants Br[C:2]1[CH:3]=[C:4]([C:8]2[N:9]=[C:10]3[CH:15]=[CH:14][CH:13]=[CH:12][N:11]3[CH:16]=2)[CH:5]=[N:6][CH:7]=1.[F:17][C:18]1[CH:23]=[CH:22][C:21]([C:24]2[O:25][C:26]3[CH:36]=[C:35]([N:37]([CH3:42])[S:38]([CH3:41])(=[O:40])=[O:39])[C:34](B4OC(C)(C)C(C)(C)O4)=[CH:33][C:27]=3[C:28]=2[C:29]([NH:31][CH3:32])=[O:30])=[CH:20][CH:19]=1.[O-]P([O-])([O-])=O.[K+].[K+].[K+], predict the reaction product. The product is: [F:17][C:18]1[CH:23]=[CH:22][C:21]([C:24]2[O:25][C:26]3[CH:36]=[C:35]([N:37]([CH3:42])[S:38]([CH3:41])(=[O:39])=[O:40])[C:34]([C:2]4[CH:7]=[N:6][CH:5]=[C:4]([C:8]5[N:9]=[C:10]6[CH:15]=[CH:14][CH:13]=[CH:12][N:11]6[CH:16]=5)[CH:3]=4)=[CH:33][C:27]=3[C:28]=2[C:29]([NH:31][CH3:32])=[O:30])=[CH:20][CH:19]=1. (4) Given the reactants [CH3:1][O:2][CH2:3][C:4]1[CH:5]=[C:6]([CH:11]=[CH:12][C:13]=1[C:14]1[CH:15]=[C:16]2[C:21](=[C:22]([O:24][CH2:25][O:26][CH2:27][CH2:28][Si:29]([CH3:32])([CH3:31])[CH3:30])[CH:23]=1)[N:20]=[CH:19][N:18]([CH2:33][O:34][CH2:35][CH2:36][Si:37]([CH3:40])([CH3:39])[CH3:38])[C:17]2=[O:41])[C:7]([O:9]C)=[O:8].[OH-].[Li+], predict the reaction product. The product is: [CH3:1][O:2][CH2:3][C:4]1[CH:5]=[C:6]([CH:11]=[CH:12][C:13]=1[C:14]1[CH:15]=[C:16]2[C:21](=[C:22]([O:24][CH2:25][O:26][CH2:27][CH2:28][Si:29]([CH3:30])([CH3:31])[CH3:32])[CH:23]=1)[N:20]=[CH:19][N:18]([CH2:33][O:34][CH2:35][CH2:36][Si:37]([CH3:40])([CH3:39])[CH3:38])[C:17]2=[O:41])[C:7]([OH:9])=[O:8]. (5) The product is: [CH:8]1[CH:7]=[C:3]2[C:4]([N:12]([C@H:13]([C:19]([OH:21])=[O:20])[CH2:14][CH2:15][C:16]([NH2:17])=[O:18])[C:1](=[O:11])[C:2]2=[CH:10][CH:9]=1)=[O:6]. Given the reactants [C:1]1(=[O:11])[O:6][C:4](=O)[C:3]2=[CH:7][CH:8]=[CH:9][CH:10]=[C:2]12.[NH2:12][C@H:13]([C:19]([OH:21])=[O:20])[CH2:14][CH2:15][C:16](=[O:18])[NH2:17], predict the reaction product. (6) Given the reactants C(N(CC)CC)C.Cl[C:9]1[N:14]=[CH:13][N:12]=[C:11]([C:15]2([CH3:46])[C:23]3[C:18](=[CH:19][C:20]([C:24]4[CH:25]=[N:26][N:27]([CH:29]5[CH2:34][CH2:33][CH2:32][CH2:31][O:30]5)[CH:28]=4)=[CH:21][CH:22]=3)[C:17](=[O:35])[N:16]2[C@@H:36]([C:38]2[CH:43]=[CH:42][C:41]([O:44][CH3:45])=[CH:40][CH:39]=2)[CH3:37])[C:10]=1[F:47].[H][H], predict the reaction product. The product is: [F:47][C:10]1[C:11]([C:15]2([CH3:46])[C:23]3[C:18](=[CH:19][C:20]([C:24]4[CH:25]=[N:26][N:27]([CH:29]5[CH2:34][CH2:33][CH2:32][CH2:31][O:30]5)[CH:28]=4)=[CH:21][CH:22]=3)[C:17](=[O:35])[N:16]2[C@@H:36]([C:38]2[CH:39]=[CH:40][C:41]([O:44][CH3:45])=[CH:42][CH:43]=2)[CH3:37])=[N:12][CH:13]=[N:14][CH:9]=1. (7) Given the reactants [NH2:1][C@@H:2]([CH2:6][CH2:7][CH2:8][C:9]1[CH:14]=[CH:13][CH:12]=[CH:11][CH:10]=1)[C:3]([OH:5])=[O:4].[OH-].[Na+].[C:17]1([CH3:26])[CH:22]=[CH:21][CH:20]=[C:19]([C:23](Cl)=[O:24])[CH:18]=1, predict the reaction product. The product is: [CH3:26][C:17]1[CH:18]=[C:19]([CH:20]=[CH:21][CH:22]=1)[C:23]([NH:1][C@@H:2]([CH2:6][CH2:7][CH2:8][C:9]1[CH:10]=[CH:11][CH:12]=[CH:13][CH:14]=1)[C:3]([OH:5])=[O:4])=[O:24]. (8) Given the reactants [CH2:1]([O:3][P:4]([CH2:9][CH2:10][NH:11][CH2:12][C:13]([CH3:36])=[CH:14][CH2:15][C:16]1[C:17]([O:29][CH2:30][CH2:31][Si:32]([CH3:35])([CH3:34])[CH3:33])=[C:18]2[C:22](=[C:23]([CH3:27])[C:24]=1[O:25][CH3:26])[CH2:21][O:20][C:19]2=[O:28])(=[O:8])[O:5][CH2:6][CH3:7])[CH3:2].[CH3:37][S:38](Cl)(=[O:40])=[O:39].N1C=CC=CC=1, predict the reaction product. The product is: [CH2:1]([O:3][P:4]([CH2:9][CH2:10][N:11]([S:38]([CH3:37])(=[O:40])=[O:39])[CH2:12][C:13]([CH3:36])=[CH:14][CH2:15][C:16]1[C:17]([O:29][CH2:30][CH2:31][Si:32]([CH3:33])([CH3:34])[CH3:35])=[C:18]2[C:22](=[C:23]([CH3:27])[C:24]=1[O:25][CH3:26])[CH2:21][O:20][C:19]2=[O:28])(=[O:8])[O:5][CH2:6][CH3:7])[CH3:2]. (9) Given the reactants [H-].[Na+].[C:3]([O:7][C:8](=[O:16])/[CH:9]=[CH:10]/[C:11]1[CH:15]=[CH:14][NH:13][CH:12]=1)([CH3:6])([CH3:5])[CH3:4].[Br:17][CH2:18][C:19]1[CH:24]=[CH:23][C:22]([S:25](Cl)(=[O:27])=[O:26])=[CH:21][CH:20]=1.O, predict the reaction product. The product is: [C:3]([O:7][C:8](=[O:16])/[CH:9]=[CH:10]/[C:11]1[CH:15]=[CH:14][N:13]([S:25]([C:22]2[CH:21]=[CH:20][C:19]([CH2:18][Br:17])=[CH:24][CH:23]=2)(=[O:26])=[O:27])[CH:12]=1)([CH3:6])([CH3:4])[CH3:5].